Dataset: Full USPTO retrosynthesis dataset with 1.9M reactions from patents (1976-2016). Task: Predict the reactants needed to synthesize the given product. (1) Given the product [Cl:1][C:2]1[N:7]2[C:8]([CH:12]3[CH2:17][CH2:16][O:15][CH2:14][CH2:13]3)=[N:9][C:10]([I:11])=[C:6]2[C:5]([NH2:19])=[N:4][CH:3]=1, predict the reactants needed to synthesize it. The reactants are: [Cl:1][C:2]1[N:7]2[C:8]([CH:12]3[CH2:17][CH2:16][O:15][CH2:14][CH2:13]3)=[N:9][C:10]([I:11])=[C:6]2[C:5](Cl)=[N:4][CH:3]=1.[NH3:19].CC(O)C. (2) Given the product [NH2:29][C:26]1[C:25]([NH:30][C:39](=[O:43])[CH2:40][CH2:41][CH3:42])=[CH:24][C:23]([C:20]2[CH:21]=[CH:22][C:16]3[O:15][CH2:14][CH2:13][N:12]([C:5]4[C:4]5[CH2:3][C:2]([CH3:31])([CH3:1])[CH2:11][CH2:10][C:9]=5[N:8]=[CH:7][N:6]=4)[CH2:18][C:17]=3[CH:19]=2)=[CH:28][N:27]=1, predict the reactants needed to synthesize it. The reactants are: [CH3:1][C:2]1([CH3:31])[CH2:11][CH2:10][C:9]2[N:8]=[CH:7][N:6]=[C:5]([N:12]3[CH2:18][C:17]4[CH:19]=[C:20]([C:23]5[CH:24]=[C:25]([NH2:30])[C:26]([NH2:29])=[N:27][CH:28]=5)[CH:21]=[CH:22][C:16]=4[O:15][CH2:14][CH2:13]3)[C:4]=2[CH2:3]1.C(N(CC)CC)C.[C:39](Cl)(=[O:43])[CH2:40][CH2:41][CH3:42].